From a dataset of Retrosynthesis with 50K atom-mapped reactions and 10 reaction types from USPTO. Predict the reactants needed to synthesize the given product. The reactants are: CN=C=S.COc1cccnc1CCCCN. Given the product CNC(=S)NCCCCc1ncccc1OC, predict the reactants needed to synthesize it.